Dataset: Peptide-MHC class I binding affinity with 185,985 pairs from IEDB/IMGT. Task: Regression. Given a peptide amino acid sequence and an MHC pseudo amino acid sequence, predict their binding affinity value. This is MHC class I binding data. (1) The MHC is HLA-A11:01 with pseudo-sequence HLA-A11:01. The peptide sequence is NLGDKQDTF. The binding affinity (normalized) is 0.0847. (2) The peptide sequence is KLSSYHVVSV. The MHC is HLA-A02:01 with pseudo-sequence HLA-A02:01. The binding affinity (normalized) is 0.743.